This data is from Reaction yield outcomes from USPTO patents with 853,638 reactions. The task is: Predict the reaction yield, written as a fraction of the theoretical maximum amount of product (1.0 means a 100% yield; for example, 0.34 means a 34% yield). (1) The yield is 0.620. The product is [Cl:22][C:3]1[C:2]([OH:1])=[CH:11][CH:10]=[C:9]2[C:4]=1[CH:5]=[CH:6][C:7]([C@:12]1([CH3:18])[CH2:16][O:15][C:14](=[O:17])[NH:13]1)=[CH:8]2. The reactants are [OH:1][C:2]1[CH:3]=[C:4]2[C:9](=[CH:10][CH:11]=1)[CH:8]=[C:7]([C@:12]1([CH3:18])[CH2:16][O:15][C:14](=[O:17])[NH:13]1)[CH:6]=[CH:5]2.C(#N)C.[Cl:22]N1C(=O)CCC1=O. No catalyst specified. (2) The reactants are [C:1]([C:3]1[CH:4]=[C:5]([CH:9]=[CH:10][C:11]=1[O:12][CH:13]([CH3:15])[CH3:14])[C:6](O)=O)#[N:2].[NH:16]([C:18](=[S:20])[NH2:19])[NH2:17].P(Cl)(Cl)(Cl)=O.[OH-].[Na+]. No catalyst specified. The product is [NH2:19][C:18]1[S:20][C:6]([C:5]2[CH:9]=[CH:10][C:11]([O:12][CH:13]([CH3:15])[CH3:14])=[C:3]([CH:4]=2)[C:1]#[N:2])=[N:17][N:16]=1. The yield is 0.990.